Task: Predict the reactants needed to synthesize the given product.. Dataset: Full USPTO retrosynthesis dataset with 1.9M reactions from patents (1976-2016) (1) Given the product [C:8]([C:7]1[C:2]([NH:1][C:21](=[O:22])[CH2:20][CH2:19][CH2:18][CH2:17][CH2:16][C:10]2[CH:11]=[CH:12][CH:13]=[CH:14][CH:15]=2)=[N:3][CH:4]=[CH:5][CH:6]=1)#[N:9], predict the reactants needed to synthesize it. The reactants are: [NH2:1][C:2]1[C:7]([C:8]#[N:9])=[CH:6][CH:5]=[CH:4][N:3]=1.[C:10]1([CH2:16][CH2:17][CH2:18][CH2:19][CH2:20][C:21](Cl)=[O:22])[CH:15]=[CH:14][CH:13]=[CH:12][CH:11]=1.O. (2) Given the product [O:19]=[C:13]1[CH:12]([N:5]2[C:4](=[O:20])[C:3]3[C:7](=[CH:8][CH:9]=[CH:10][C:2]=3[NH:1][C:27](=[O:28])[C:26]3[CH:30]=[CH:31][CH:32]=[C:24]([N+:21]([O-:23])=[O:22])[CH:25]=3)[C:6]2=[O:11])[CH2:17][CH2:16][C:15](=[O:18])[NH:14]1, predict the reactants needed to synthesize it. The reactants are: [NH2:1][C:2]1[CH:10]=[CH:9][CH:8]=[C:7]2[C:3]=1[C:4](=[O:20])[N:5]([CH:12]1[CH2:17][CH2:16][C:15](=[O:18])[NH:14][C:13]1=[O:19])[C:6]2=[O:11].[N+:21]([C:24]1[CH:25]=[C:26]([CH:30]=[CH:31][CH:32]=1)[C:27](Cl)=[O:28])([O-:23])=[O:22].CO.